This data is from Catalyst prediction with 721,799 reactions and 888 catalyst types from USPTO. The task is: Predict which catalyst facilitates the given reaction. (1) Product: [N:16]1([C:2]2[CH:9]=[CH:8][C:5]([C:6]#[N:7])=[CH:4][CH:3]=2)[CH:20]=[CH:19][N:18]=[N:17]1. Reactant: F[C:2]1[CH:9]=[CH:8][C:5]([C:6]#[N:7])=[CH:4][CH:3]=1.C([O-])([O-])=O.[Cs+].[Cs+].[NH:16]1[CH:20]=[CH:19][N:18]=[N:17]1.CN(C)C=O. The catalyst class is: 6. (2) Reactant: [F:1][C:2]([F:9])([F:8])[CH2:3][CH2:4][C:5](O)=[O:6].O.OC1C2N=NNC=2C=CC=1.C(N=C=NCCCN(C)C)C.[F:32][C:33]([F:51])([F:50])[C:34]1[CH:35]=[CH:36][C:37]([NH:40][C@@H:41]2[CH2:49][N:44]3[CH2:45][CH2:46][NH:47][CH2:48][C@@H:43]3[CH2:42]2)=[N:38][CH:39]=1. Product: [F:1][C:2]([F:9])([F:8])[CH2:3][CH2:4][C:5]([N:47]1[CH2:46][CH2:45][N:44]2[CH2:49][C@@H:41]([NH:40][C:37]3[CH:36]=[CH:35][C:34]([C:33]([F:51])([F:32])[F:50])=[CH:39][N:38]=3)[CH2:42][C@H:43]2[CH2:48]1)=[O:6]. The catalyst class is: 120. (3) Reactant: NCC(P(=O)(O)[O:7][C:8]1[CH:13]=[CH:12][CH:11]=[CH:10][CH:9]=1)(C)C.C(O)(=O)C(C)O.C(OC(=O)C1C=CC=C(O)C=1)C1C=CC=CC=1.F[P-](F)(F)(F)(F)F.[N:46]1(O[P+](N2CCCC2)(N2CCCC2)N2CCCC2)[C:50]2C=CC=[CH:54][C:49]=2N=N1.C(N(C(C)C)CC)(C)C. Product: [CH:10]1[CH:9]=[C:8]([OH:7])[C:13]2[N:46]=[CH:50][CH:49]=[CH:54][C:12]=2[CH:11]=1. The catalyst class is: 508.